Dataset: Catalyst prediction with 721,799 reactions and 888 catalyst types from USPTO. Task: Predict which catalyst facilitates the given reaction. (1) Product: [C:56]([S:63][C@@H:35]([C:51]1[S:55][CH:54]=[N:53][CH:52]=1)[CH2:36][C@H:37]1[CH2:41][O:40][C:39]([CH3:43])([CH3:42])[N:38]1[C:44]([O:46][C:47]([CH3:50])([CH3:49])[CH3:48])=[O:45])(=[O:64])[C:57]1[CH:62]=[CH:61][CH:60]=[CH:59][CH:58]=1. Reactant: C1(P(C2C=CC=CC=2)C2C=CC=CC=2)C=CC=CC=1.CC(OC(/N=N/C(OC(C)C)=O)=O)C.O[C@H:35]([C:51]1[S:55][CH:54]=[N:53][CH:52]=1)[CH2:36][C@H:37]1[CH2:41][O:40][C:39]([CH3:43])([CH3:42])[N:38]1[C:44]([O:46][C:47]([CH3:50])([CH3:49])[CH3:48])=[O:45].[C:56]([OH:64])(=[S:63])[C:57]1[CH:62]=[CH:61][CH:60]=[CH:59][CH:58]=1. The catalyst class is: 1. (2) Reactant: CC1(C)C2[C:23](=C(P(C3C=CC=CC=3)C3C=CC=CC=3)C=CC=2)[O:22][C:4]2C(P(C3C=CC=CC=3)C3C=CC=CC=3)=CC=CC1=2.Br[C:44]1[CH:49]=[CH:48][C:47]([C:50]2([C:56]3[S:57][CH:58]=[C:59]([CH2:61][O:62][Si:63]([C:66]([CH3:69])([CH3:68])[CH3:67])([CH3:65])[CH3:64])[N:60]=3)[CH2:55][CH2:54][O:53][CH2:52][CH2:51]2)=[CH:46][CH:45]=1.CCN(CC)CC.C[OH:78]. Product: [Si:63]([O:62][CH2:61][C:59]1[N:60]=[C:56]([C:50]2([C:47]3[CH:48]=[CH:49][C:44]([C:4]([O:22][CH3:23])=[O:78])=[CH:45][CH:46]=3)[CH2:55][CH2:54][O:53][CH2:52][CH2:51]2)[S:57][CH:58]=1)([C:66]([CH3:69])([CH3:68])[CH3:67])([CH3:65])[CH3:64]. The catalyst class is: 318. (3) Product: [CH3:27][O:34][C:33]1[N:11]=[CH:8][CH:7]=[C:29]2[C:45]([C:2]3[CH:17]=[C:16]([S:18]([N:21]4[CH2:25][CH2:24][CH2:23][CH2:22]4)(=[O:20])=[O:19])[CH:15]=[CH:14][C:3]=3[O:4][C@H:5]3[CH2:10][CH2:9][C@H:8]([N:11]([CH3:13])[CH3:12])[CH2:7][CH2:6]3)=[CH:22][N:21]([CH3:25])[C:35]=12. The catalyst class is: 102. Reactant: Br[C:2]1[CH:17]=[C:16]([S:18]([N:21]2[CH2:25][CH2:24][CH2:23][CH2:22]2)(=[O:20])=[O:19])[CH:15]=[CH:14][C:3]=1[O:4][C@H:5]1[CH2:10][CH2:9][C@H:8]([N:11]([CH3:13])[CH3:12])[CH2:7][CH2:6]1.C[C:27]12CC3(C)P(C4C=CC=CC=4)[C:33](C)([CH2:35][C:29]([CH3:45])(O3)O1)[O:34]2. (4) Product: [Br:20][C:21]1[CH:26]=[C:25]([O:27][CH3:28])[C:24]([O:29][CH:30]([F:32])[F:31])=[CH:23][C:22]=1[CH2:33][C:34]([N:9]1[CH:10]=[CH:11][C:12](=[O:14])[CH2:13][C@H:8]1[C:5]1[CH:6]=[CH:7][C:2]([F:1])=[CH:3][CH:4]=1)=[O:35]. The catalyst class is: 1. Reactant: [F:1][C:2]1[CH:7]=[CH:6][C:5]([C@@H:8]2[CH2:13][C:12](=[O:14])[CH:11]=[CH:10][NH:9]2)=[CH:4][CH:3]=1.C([Li])CCC.[Br:20][C:21]1[CH:26]=[C:25]([O:27][CH3:28])[C:24]([O:29][CH:30]([F:32])[F:31])=[CH:23][C:22]=1[CH2:33][C:34](Cl)=[O:35].[Cl-].[NH4+]. (5) Reactant: [F:1][C:2]1([F:21])[O:6][C:5]2[C:7]([Si:14]([CH2:19][CH3:20])([CH2:17][CH3:18])[CH2:15][CH3:16])=[CH:8][C:9]([C:11]([OH:13])=[O:12])=[CH:10][C:4]=2[O:3]1.[CH2:22](OCC)C.C[Si](C=[N+]=[N-])(C)C. Product: [CH3:22][O:12][C:11]([C:9]1[CH:8]=[C:7]([Si:14]([CH2:19][CH3:20])([CH2:17][CH3:18])[CH2:15][CH3:16])[C:5]2[O:6][C:2]([F:1])([F:21])[O:3][C:4]=2[CH:10]=1)=[O:13]. The catalyst class is: 5.